This data is from Full USPTO retrosynthesis dataset with 1.9M reactions from patents (1976-2016). The task is: Predict the reactants needed to synthesize the given product. (1) Given the product [ClH:39].[NH2:1][C:2]1[N:3]=[C:4]([C:27]2[C:28]([O:34][CH2:35][CH:36]3[CH2:37][CH2:38]3)=[CH:29][CH:30]=[CH:31][C:32]=2[OH:33])[CH:5]=[C:6]([CH:14]2[CH2:19][CH2:18][NH:17][CH2:16][CH2:15]2)[C:7]=1[CH2:8][N:9]1[CH:13]=[CH:12][N:11]=[CH:10]1, predict the reactants needed to synthesize it. The reactants are: [NH2:1][C:2]1[C:7]([CH2:8][N:9]2[CH:13]=[CH:12][N:11]=[CH:10]2)=[C:6]([CH:14]2[CH2:19][CH2:18][N:17](C(OC(C)(C)C)=O)[CH2:16][CH2:15]2)[CH:5]=[C:4]([C:27]2[C:32]([OH:33])=[CH:31][CH:30]=[CH:29][C:28]=2[O:34][CH2:35][CH:36]2[CH2:38][CH2:37]2)[N:3]=1.[ClH:39]. (2) Given the product [CH:1]1([C:4]2[N:9]=[CH:8][C:7]([CH:10]([N:23]3[CH2:24][CH2:25][C:20]([F:26])([F:19])[CH2:21][CH2:22]3)[C:16]#[N:17])=[CH:6][N:5]=2)[CH2:3][CH2:2]1, predict the reactants needed to synthesize it. The reactants are: [CH:1]1([C:4]2[N:9]=[CH:8][C:7]([CH:10]=O)=[CH:6][N:5]=2)[CH2:3][CH2:2]1.[Si]([C:16]#[N:17])(C)(C)C.Cl.[F:19][C:20]1([F:26])[CH2:25][CH2:24][NH:23][CH2:22][CH2:21]1.C(O[Na])(C)=O. (3) Given the product [N:10]1[N:9]=[CH:8][N:6]2[CH:7]=[C:2]([C:21]3[CH:22]=[N:23][N:24]([CH:26]4[CH2:27][CH2:28][N:29]([C:32]([O:34][C:35]([CH3:38])([CH3:37])[CH3:36])=[O:33])[CH2:30][CH2:31]4)[CH:25]=3)[CH:3]=[CH:4][C:5]=12, predict the reactants needed to synthesize it. The reactants are: Br[C:2]1[CH:3]=[CH:4][C:5]2[N:6]([CH:8]=[N:9][N:10]=2)[CH:7]=1.[OH-].[Na+].CC1(C)C(C)(C)OB([C:21]2[CH:22]=[N:23][N:24]([CH:26]3[CH2:31][CH2:30][N:29]([C:32]([O:34][C:35]([CH3:38])([CH3:37])[CH3:36])=[O:33])[CH2:28][CH2:27]3)[CH:25]=2)O1. (4) The reactants are: [CH:1]1[CH:6]=[CH:5][C:4]([C@@H:7]([NH2:11])[C:8]([OH:10])=[O:9])=[CH:3][CH:2]=1.C([O-])(O)=O.[Na+].[CH3:17][O:18][C:19](Cl)=[O:20].Cl. Given the product [CH3:17][O:18][C:19]([NH:11][C@H:7]([C:4]1[CH:3]=[CH:2][CH:1]=[CH:6][CH:5]=1)[C:8]([OH:10])=[O:9])=[O:20], predict the reactants needed to synthesize it. (5) Given the product [CH3:22][CH2:23][C@@:24]1([OH:47])[C:29](=[O:30])[O:28][CH2:27][C:26]2[C:31]([N:33]3[C:45](=[CH:46][C:25]1=2)[C:44]1[N:43]=[C:42]2[C:37]([CH:38]=[CH:39][CH:40]=[CH:41]2)=[CH:36][C:35]=1[CH2:34]3)=[O:32].[N-:1]=[N+:2]=[N-:3], predict the reactants needed to synthesize it. The reactants are: [N:1](CCOCCOCC(=O)CCC(O)=O)=[N+:2]=[N-:3].C(Cl)CCl.[CH3:22][CH2:23][C@@:24]1([OH:47])[C:29](=[O:30])[O:28][CH2:27][C:26]2[C:31]([N:33]3[C:45](=[CH:46][C:25]1=2)[C:44]1[N:43]=[C:42]2[C:37]([CH:38]=[CH:39][CH:40]=[CH:41]2)=[CH:36][C:35]=1[CH2:34]3)=[O:32]. (6) Given the product [Cl:1][C:2]([Cl:7])([Cl:6])[C:3]([C:9]1[NH:8][CH:12]=[CH:11][CH:10]=1)=[O:4], predict the reactants needed to synthesize it. The reactants are: [Cl:1][C:2]([Cl:7])([Cl:6])[C:3](Cl)=[O:4].[NH:8]1[CH:12]=[CH:11][CH:10]=[CH:9]1.C(=O)([O-])[O-].[K+].[K+]. (7) Given the product [CH3:11][O:10][C:7]1[CH:8]=[CH:9][C:4]([C:3]([OH:22])=[O:2])=[CH:5][C:6]=1[NH:12][C:13]([NH:15][C:16]1[CH:21]=[N:20][CH:19]=[CH:18][N:17]=1)=[O:14], predict the reactants needed to synthesize it. The reactants are: C[O:2][C:3](=[O:22])[C:4]1[CH:9]=[CH:8][C:7]([O:10][CH3:11])=[C:6]([NH:12][C:13]([NH:15][C:16]2[CH:21]=[N:20][CH:19]=[CH:18][N:17]=2)=[O:14])[CH:5]=1.[OH-].[Li+].Cl.